From a dataset of Peptide-MHC class II binding affinity with 134,281 pairs from IEDB. Regression. Given a peptide amino acid sequence and an MHC pseudo amino acid sequence, predict their binding affinity value. This is MHC class II binding data. (1) The peptide sequence is ANVMAASLRKAGKSV. The MHC is DRB1_0901 with pseudo-sequence DRB1_0901. The binding affinity (normalized) is 0.518. (2) The peptide sequence is NNAHHVCWLEASMLL. The MHC is DRB4_0103 with pseudo-sequence DRB4_0103. The binding affinity (normalized) is 0. (3) The peptide sequence is KLVLDIKYTRPGDSL. The binding affinity (normalized) is 0.211. The MHC is HLA-DQA10102-DQB10602 with pseudo-sequence HLA-DQA10102-DQB10602. (4) The peptide sequence is LIWVGINTRNMTMSM. The MHC is H-2-IAd with pseudo-sequence H-2-IAd. The binding affinity (normalized) is 0.281. (5) The peptide sequence is EAVSLLCSDKQPCNG. The binding affinity (normalized) is 0. The MHC is HLA-DPA10103-DPB10301 with pseudo-sequence HLA-DPA10103-DPB10301. (6) The peptide sequence is IMRIKKLTITGKGTL. The MHC is DRB5_0101 with pseudo-sequence DRB5_0101. The binding affinity (normalized) is 0.599. (7) The peptide sequence is TLWQRPLVTIKIGGQLTEAL. The MHC is HLA-DQA10501-DQB10301 with pseudo-sequence HLA-DQA10501-DQB10301. The binding affinity (normalized) is 0.316. (8) The peptide sequence is RQKIIYSGAVNLDDE. The MHC is DRB5_0101 with pseudo-sequence DRB5_0101. The binding affinity (normalized) is 0.453. (9) The peptide sequence is NGTLNGLDYDDYVYP. The MHC is DRB1_0101 with pseudo-sequence DRB1_0101. The binding affinity (normalized) is 0.125. (10) The peptide sequence is IEGGSLFIVPRFHVV. The MHC is HLA-DPA10103-DPB10401 with pseudo-sequence HLA-DPA10103-DPB10401. The binding affinity (normalized) is 0.742.